This data is from Reaction yield outcomes from USPTO patents with 853,638 reactions. The task is: Predict the reaction yield, written as a fraction of the theoretical maximum amount of product (1.0 means a 100% yield; for example, 0.34 means a 34% yield). (1) The reactants are CS(O[CH:6]1[CH2:15][CH2:14][C:9]2([O:13][CH2:12][CH2:11][O:10]2)[CH2:8][CH2:7]1)(=O)=O.[F:16][C:17]([F:26])([F:25])[C:18]1[CH:19]=[C:20]([SH:24])[CH:21]=[CH:22][CH:23]=1.C([O-])([O-])=O.[K+].[K+]. The catalyst is CC#N. The product is [F:26][C:17]([F:16])([F:25])[C:18]1[CH:19]=[C:20]([S:24][CH:6]2[CH2:7][CH2:8][C:9]3([O:10][CH2:11][CH2:12][O:13]3)[CH2:14][CH2:15]2)[CH:21]=[CH:22][CH:23]=1. The yield is 0.730. (2) The reactants are [C:1]([N:8]1[CH2:13][CH:12]=[C:11](OS(C(F)(F)F)(=O)=O)[CH2:10][CH2:9]1)([O:3][C:4]([CH3:7])([CH3:6])[CH3:5])=[O:2].C(N(CC)CC)C.[CH3:29][OH:30].CN(C)[CH:33]=[O:34]. The catalyst is C([O-])(=O)C.[Pd+2].C([O-])(=O)C.C1(P(C2C=CC=CC=2)C2C=CC=CC=2)C=CC=CC=1. The product is [C:1]([N:8]1[CH2:13][CH:12]=[C:11]([C:29]([O:34][CH3:33])=[O:30])[CH2:10][CH2:9]1)([O:3][C:4]([CH3:7])([CH3:6])[CH3:5])=[O:2]. The yield is 0.650. (3) The reactants are [OH:1][C:2]1[CH:9]=[CH:8][C:5]([CH:6]=[O:7])=[C:4]([CH3:10])[CH:3]=1.Br[CH2:12][CH2:13][CH2:14][CH3:15]. No catalyst specified. The product is [CH3:10][C:4]1[CH:3]=[C:2]([O:1][CH2:12][CH2:13][CH2:14][CH3:15])[CH:9]=[CH:8][C:5]=1[CH:6]=[O:7]. The yield is 0.680. (4) The reactants are Cl.[OH:2][C@@H:3]1[C@@H:7]([OH:8])[C@@H:6]([CH2:9][OH:10])[NH:5][C@H:4]1[C:11]1[C:15]2[N:16]=[CH:17][NH:18][C:19](=[O:20])[C:14]=2[NH:13][CH:12]=1.CO.C(N(CC)CC)C.[C:30](O[C:30]([O:32][C:33]([CH3:36])([CH3:35])[CH3:34])=[O:31])([O:32][C:33]([CH3:36])([CH3:35])[CH3:34])=[O:31]. The catalyst is O. The product is [OH:8][C@@H:7]1[C@@H:3]([OH:2])[C@H:4]([C:11]2[C:15]3[N:16]=[CH:17][NH:18][C:19](=[O:20])[C:14]=3[NH:13][CH:12]=2)[N:5]([C:30]([O:32][C:33]([CH3:36])([CH3:35])[CH3:34])=[O:31])[C@@H:6]1[CH2:9][OH:10]. The yield is 0.679. (5) The reactants are Cl[C:2]1[N:7]=[C:6]([NH:8][C:9]2[CH:14]=[CH:13][C:12]([N:15]3[CH:19]=[C:18]([CH3:20])[N:17]=[CH:16]3)=[C:11]([O:21][CH3:22])[CH:10]=2)[N:5]=[C:4]([N:23]([CH3:25])[CH3:24])[N:3]=1.[OH:26][C:27]1[CH:32]=[CH:31][CH:30]=[CH:29][C:28]=1[C:33]([F:36])([F:35])[F:34].C(=O)([O-])[O-].[K+].[K+]. The catalyst is C(#N)C.O. The product is [CH3:22][O:21][C:11]1[CH:10]=[C:9]([NH:8][C:6]2[N:5]=[C:4]([N:23]([CH3:25])[CH3:24])[N:3]=[C:2]([O:26][C:27]3[CH:32]=[CH:31][CH:30]=[CH:29][C:28]=3[C:33]([F:34])([F:35])[F:36])[N:7]=2)[CH:14]=[CH:13][C:12]=1[N:15]1[CH:19]=[C:18]([CH3:20])[N:17]=[CH:16]1. The yield is 0.160. (6) The reactants are C[S:2]([C:5]1[CH:6]=[CH:7][C:8]([N:14]2[CH2:18][CH2:17][CH2:16][CH2:15]2)=[C:9]([CH:13]=1)[C:10]([OH:12])=[O:11])(=[O:4])=[O:3].ClC1C=CC(S(=O)(=O)[NH:30][CH3:31])=CC=1C(O)=O.N1CCCC1. No catalyst specified. The product is [CH3:31][NH:30][S:2]([C:5]1[CH:6]=[CH:7][C:8]([N:14]2[CH2:18][CH2:17][CH2:16][CH2:15]2)=[C:9]([CH:13]=1)[C:10]([OH:12])=[O:11])(=[O:4])=[O:3]. The yield is 0.450.